The task is: Predict which catalyst facilitates the given reaction.. This data is from Catalyst prediction with 721,799 reactions and 888 catalyst types from USPTO. (1) Reactant: [NH:1]1[C:9]2[C:4](=[CH:5][C:6]([C:10]([N:12]3[CH2:18][C:17]4([CH3:20])[CH2:19][CH:13]3[CH2:14][C:15]([CH3:22])([CH3:21])[CH2:16]4)=[O:11])=[CH:7][CH:8]=2)[CH:3]=[CH:2]1.[OH-].[K+].[I:25]I. Product: [I:25][C:3]1[C:4]2[C:9](=[CH:8][CH:7]=[C:6]([C:10]([N:12]3[CH2:18][C:17]4([CH3:20])[CH2:19][CH:13]3[CH2:14][C:15]([CH3:22])([CH3:21])[CH2:16]4)=[O:11])[CH:5]=2)[NH:1][CH:2]=1. The catalyst class is: 3. (2) Reactant: C(N(CC)CC)C.[O:8]=[C:9]1[N:15]([CH:16]2[CH2:21][CH2:20][N:19]([C:22]([O:24][C@@H:25]([C:39]([OH:41])=O)[CH2:26][C:27]3[CH:32]=[C:31]([C:33]([F:36])([F:35])[F:34])[C:30]([NH2:37])=[C:29]([Cl:38])[CH:28]=3)=[O:23])[CH2:18][CH2:17]2)[CH2:14][CH2:13][C:12]2[CH:42]=[CH:43][CH:44]=[CH:45][C:11]=2[NH:10]1.[CH3:46][C:47]1([N:59]2[CH2:64][CH2:63][NH:62][CH2:61][CH2:60]2)[CH2:52][CH2:51][N:50]([CH2:53][C:54]([O:56][CH2:57][CH3:58])=[O:55])[CH2:49][CH2:48]1.CN(C(ON1N=NC2C=CC=CC1=2)=[N+](C)C)C.[B-](F)(F)(F)F. Product: [O:8]=[C:9]1[N:15]([CH:16]2[CH2:17][CH2:18][N:19]([C:22]([O:24][C@H:25]([CH2:26][C:27]3[CH:32]=[C:31]([C:33]([F:35])([F:34])[F:36])[C:30]([NH2:37])=[C:29]([Cl:38])[CH:28]=3)[C:39]([N:62]3[CH2:63][CH2:64][N:59]([C:47]4([CH3:46])[CH2:52][CH2:51][N:50]([CH2:53][C:54]([O:56][CH2:57][CH3:58])=[O:55])[CH2:49][CH2:48]4)[CH2:60][CH2:61]3)=[O:41])=[O:23])[CH2:20][CH2:21]2)[CH2:14][CH2:13][C:12]2[CH:42]=[CH:43][CH:44]=[CH:45][C:11]=2[NH:10]1. The catalyst class is: 3.